This data is from Experimentally validated miRNA-target interactions with 360,000+ pairs, plus equal number of negative samples. The task is: Binary Classification. Given a miRNA mature sequence and a target amino acid sequence, predict their likelihood of interaction. (1) The miRNA is cel-miR-81-3p with sequence UGAGAUCAUCGUGAAAGCUAGU. The protein sequence of the target gene is MPRKAASPEEAAGEPGPEEMEAGRPRPVLRSVNSREPSQVIFCNRSPRVVLPLWLNFDGEPQPYPILPPGTGRRIHSYRGHLWLFRDAGTHDGLLVNQTELFVPSLNVDGQPIFANITLPVYTLKERCLQVVRSLVKPENYRRLDIVRSLYEDLEDYPSVRKDIQRLSQEHLESQHLEEEP. Result: 0 (no interaction). (2) The miRNA is cel-miR-240-3p with sequence UACUGGCCCCCAAAUCUUCGCU. The protein sequence of the target gene is MQIFVKTLTGKTITLEVEPSDTIENVKAKIQDKEGIPPDQQRLIFAGKQLEDGRTLSDYNIQKESTLHLVLRLRGGAKKRKKKSYTTPKKNKHKRKKVKLAVLKYYKVDENGKISRLRRECPSDECGAGVFMASHFDRHYCGKCCLTYCFNKPEDK. Result: 0 (no interaction). (3) The miRNA is hsa-miR-6733-5p with sequence UGGGAAAGACAAACUCAGAGUU. The protein sequence of the target gene is MRVLSGTSLMLCSLLLLLQALCSPGLAPQSRGHLCRTRPTDLVFVVDSSRSVRPVEFEKVKVFLSQVIESLDVGPNATRVGMVNYASTVKQEFSLRAHVSKAALLQAVRRIQPLSTGTMTGLAIQFAITKAFGDAEGGRSRSPDISKVVIVVTDGRPQDSVQDVSARARASGVELFAIGVGSVDKATLRQIASEPQDEHVDYVESYSVIEKLSRKFQEAFCVVSDLCATGDHDCEQVCISSPGSYTCACHEGFTLNSDGKTCNVCSGGGGSSATDLVFLIDGSKSVRPENFELVKKFISQ.... Result: 0 (no interaction). (4) The miRNA is hsa-miR-548t-3p with sequence AAAAACCACAAUUACUUUUGCACCA. The protein sequence of the target gene is MNASRFLSALVFVLLAGESTAWYYNASSELMTYDEASAYCQRDYTHLVAIQNKEEINYLNSNLKHSPSYYWIGIRKVNNVWIWVGTGKPLTEEAQNWAPGEPNNKQRNEDCVEIYIQRTKDSGMWNDERCNKKKLALCYTASCTNASCSGHGECIETINSYTCKCHPGFLGPNCEQAVTCKPQEHPDYGSLNCSHPFGPFSYNSSCSFGCKRGYLPSSMETTVRCTSSGEWSAPAPACHVVECEALTHPAHGIRKCSSNPGSYPWNTTCTFDCVEGYRRVGAQNLQCTSSGIWDNETPSC.... Result: 0 (no interaction). (5) The miRNA is hsa-miR-3202 with sequence UGGAAGGGAGAAGAGCUUUAAU. The protein sequence of the target gene is MADSQLFCVAEERSGHCAVVDGNFLYVWGGYVSIEDNEVYLPNDEIWTYDIDSGLWRMHLMEGELPASMSGSCGACINGKLYIFGGYDDKGYSNRLYFVNLRTRDETYIWEKITDFEGQPPTPRDKLSCWVYKDRLIYFGGYGCRRHSELQDCFDVHDASWEEQIFWGWHNDVHIFDTKTQTWFQPEIKGGVPPQPRAAHTCAVLGNKGYIFGGRVLQTRMNDLHYLNLDTWTWSGRITINGESPKHRSWHTLTPIADDKLFLCGGLSADNIPLSDGWIHNVTTNCWKQLTHLPKTRPRL.... Result: 0 (no interaction). (6) The miRNA is hsa-miR-26a-5p with sequence UUCAAGUAAUCCAGGAUAGGCU. The protein sequence of the target gene is MTVGRTAGGPECAEWSREIFPPKSSSSDTEPEDEQFGEGLVLPRAGKLHEFLSPEEDTDSTSDSTGSFYRTPQVPKQRGRWDVLESLFQSDPDSDLNDAEDEEDLESFFQDKSRGKPQVQDPPSLRHGSMRRCSSMTSLPSDIPKARILPTSDSGPPSQHRSVCSWASSITVPQPFRMTLREARKKAQWLASPASFEQERLQAQKQGEEEAECHRQFRAQPVPAHVYLPLYQEIMERREARRRAGIRKRKELLLSSLKPFSFLEKKEQQKEDAPQRDSAAVAQTKVSPKKATSRKIPKSI.... Result: 0 (no interaction). (7) The miRNA is hsa-miR-3665 with sequence AGCAGGUGCGGGGCGGCG. The protein sequence of the target gene is MATSQYFDFAQGGGPQYSAQPPTLPLPTVGASYTAQPTPGMDPAVNPAFPPAAPAGYGGYQPHSGQDFAYGSRPQEPVPTATTMATYQDSYSYGQSAAARSYEDRPYFQSAALQSGRMTAADSGQPGTQEACGQPSPHGSHSHAQPPQQAPIVESGQPASTLSSGYTYPTATGVQPESSASIVTSYPPPSYNPTCTAYTAPSYPNYDASVYSAASPFYPPAQPPPPPGPPQQLPPPPAPAGSGSSPRADSKPPLPSKLPRPKAGPRQLQLHYCDICKISCAGPQTYREHLGGQKHRKKEA.... Result: 1 (interaction). (8) The miRNA is hsa-miR-4462 with sequence UGACACGGAGGGUGGCUUGGGAA. The protein sequence of the target gene is MEVLESGEQSVLQWDRKLSELSEPGETEALMYHTHFSELLDEFSQNVLGQLLSDPFLSEKSESMEVEPSPTSPAPLIQAEHSYSLSEEPRTQSPFTHAATSDSFNDEEVESEKWYLSTEFPSATIKTEPITEEQPPGLVPSVTLTITAISTPFEKEESPLDMNAGGDSSCQTLIPKIKLEPHEVDQFLNFSPKEASVDQLHLPPTPPSSHSSDSEGSLSPNPRLHPFSLSQAHSPARAMPRGPSALSTSPLLTAPHKLQGSGPLVLTEEEKRTLVAEGYPIPTKLPLTKSEEKALKKIRR.... Result: 0 (no interaction). (9) The protein sequence of the target gene is MRLSVCLLLLTLALCCYRANAVVCQALGSEITGFLLAGKPVFKFQLAKFKAPLEAVAAKMEVKKCVDTMAYEKRVLITKTLGKIAEKCDR. Result: 0 (no interaction). The miRNA is mmu-miR-7018-5p with sequence GUGAGCAGACAGGGAGUGGUGGGG. (10) The miRNA is hsa-miR-34a-5p with sequence UGGCAGUGUCUUAGCUGGUUGU. The protein sequence of the target gene is MPEVSSKGATISKKGFKKAVVKTQKKEGKKRKRTRKESYSIYIYKVLKQVHPDTGISSKAMSIMNSFVTDIFERIASEASRLAHYSKRSTISSREIQTAVRLLLPGELAKHAVSEGTKAVTKYTSSK. Result: 1 (interaction).